Dataset: Full USPTO retrosynthesis dataset with 1.9M reactions from patents (1976-2016). Task: Predict the reactants needed to synthesize the given product. (1) Given the product [Br:1][C:2]1[C:3]2[N:4]([CH2:10][CH:9]([CH2:12][CH3:13])[N:8]=2)[CH:5]=[N:6][CH:7]=1, predict the reactants needed to synthesize it. The reactants are: [Br:1][C:2]1[C:3]([NH:8][CH:9]([CH2:12][CH3:13])[CH2:10]O)=[N:4][CH:5]=[N:6][CH:7]=1.S(Cl)(Cl)=O. (2) Given the product [N:17]1([CH:13]([NH:8][C:6](=[O:7])[C:5]2[CH:9]=[CH:10][C:2]([Br:1])=[CH:3][CH:4]=2)[C:12]([Cl:16])([Cl:11])[CH3:15])[C:21]2[CH:22]=[CH:23][CH:24]=[CH:25][C:20]=2[N:19]=[N:18]1, predict the reactants needed to synthesize it. The reactants are: [Br:1][C:2]1[CH:10]=[CH:9][C:5]([C:6]([NH2:8])=[O:7])=[CH:4][CH:3]=1.[Cl:11][C:12]([Cl:16])([CH3:15])[CH:13]=O.[NH:17]1[C:21]2[CH:22]=[CH:23][CH:24]=[CH:25][C:20]=2[N:19]=[N:18]1.C1(C)C=CC(S(O)(=O)=O)=CC=1. (3) Given the product [CH2:7]([O:6][C:4]([CH:3]1[CH2:9][CH2:10][CH2:11][N:1]([C:24]([O:23][C:19]([CH3:22])([CH3:21])[CH3:20])=[O:25])[CH2:2]1)=[O:5])[CH3:8], predict the reactants needed to synthesize it. The reactants are: [NH:1]1[CH2:11][CH2:10][CH2:9][CH:3]([C:4]([O:6][CH2:7][CH3:8])=[O:5])[CH2:2]1.C(N(CC)CC)C.[C:19]([O:23][C:24](O[C:24]([O:23][C:19]([CH3:22])([CH3:21])[CH3:20])=[O:25])=[O:25])([CH3:22])([CH3:21])[CH3:20]. (4) Given the product [CH3:12][O:11][C:9]1[CH:8]=[CH:7][C:5]2[N:6]3[CH:14]=[C:15]([C:17]4[CH:22]=[CH:21][C:20]([Br:23])=[CH:19][CH:18]=4)[N:1]=[C:2]3[S:3][C:4]=2[CH:10]=1, predict the reactants needed to synthesize it. The reactants are: [NH2:1][C:2]1[S:3][C:4]2[CH:10]=[C:9]([O:11][CH3:12])[CH:8]=[CH:7][C:5]=2[N:6]=1.Br[CH2:14][C:15]([C:17]1[CH:22]=[CH:21][C:20]([Br:23])=[CH:19][CH:18]=1)=O.C([O-])(O)=O.[Na+]. (5) Given the product [CH2:1]([C:3]1[N:13]([CH2:14][C:15]2[CH:20]=[CH:19][C:18](/[CH:21]=[CH:22]/[CH2:23][N:31]3[CH2:32][CH2:33][N:28]([CH:25]([CH3:27])[CH3:26])[CH:29]([CH3:34])[CH2:30]3)=[CH:17][CH:16]=2)[C:6]2=[N:7][C:8]([CH3:12])=[CH:9][C:10]([CH3:11])=[C:5]2[N:4]=1)[CH3:2], predict the reactants needed to synthesize it. The reactants are: [CH2:1]([C:3]1[N:13]([CH2:14][C:15]2[CH:20]=[CH:19][C:18](/[CH:21]=[CH:22]/[CH2:23]O)=[CH:17][CH:16]=2)[C:6]2=[N:7][C:8]([CH3:12])=[CH:9][C:10]([CH3:11])=[C:5]2[N:4]=1)[CH3:2].[CH:25]([N:28]1[CH2:33][CH2:32][NH:31][CH2:30][CH:29]1[CH3:34])([CH3:27])[CH3:26]. (6) Given the product [Br:1][C:2]1[C:3]([NH:14][CH2:10][CH:11]([CH3:13])[CH3:12])=[N:4][C:5]([Cl:8])=[N:6][CH:7]=1, predict the reactants needed to synthesize it. The reactants are: [Br:1][C:2]1[C:3](Cl)=[N:4][C:5]([Cl:8])=[N:6][CH:7]=1.[CH2:10]([NH2:14])[CH:11]([CH3:13])[CH3:12].CCCCCC. (7) Given the product [CH2:29]([NH:28][C:27]([C:24]1[CH:23]=[CH:22][C:21]([NH:20][C:18]([N:13]2[CH2:12][C:11]3[C:15](=[CH:16][CH:17]=[C:9]([CH:1]=[CH2:2])[CH:10]=3)[CH2:14]2)=[O:19])=[CH:26][CH:25]=1)=[O:32])[CH2:30][CH3:31], predict the reactants needed to synthesize it. The reactants are: [CH:1]([B-](F)(F)F)=[CH2:2].[K+].Br[C:9]1[CH:10]=[C:11]2[C:15](=[CH:16][CH:17]=1)[CH2:14][N:13]([C:18]([NH:20][C:21]1[CH:26]=[CH:25][C:24]([C:27](=[O:32])[NH:28][CH2:29][CH2:30][CH3:31])=[CH:23][CH:22]=1)=[O:19])[CH2:12]2.C(=O)(O)[O-].[Na+].O. (8) The reactants are: C([O:8][C:9]1[C:10]([O:28][CH3:29])=[CH:11][C:12]([CH:26]=O)=[C:13]([C:15]2[CH:20]=[CH:19][C:18]([C:21]([OH:23])=[O:22])=[CH:17][C:16]=2[O:24][CH3:25])[CH:14]=1)C1C=CC=CC=1.C(OC(=O)[NH:36][CH2:37][C:38]1[CH:43]=[CH:42][C:41]([NH2:44])=[CH:40][CH:39]=1)(C)(C)C.[CH2:46]1[C:54]2[C:49](=[CH:50][CH:51]=[CH:52][CH:53]=2)[CH:48]=[CH:47]1. Given the product [NH2:36][CH2:37][C:38]1[CH:39]=[C:40]2[C:41](=[CH:42][CH:43]=1)[NH:44][CH:26]([C:12]1[CH:11]=[C:10]([O:28][CH3:29])[C:9]([OH:8])=[CH:14][C:13]=1[C:15]1[CH:20]=[CH:19][C:18]([C:21]([OH:23])=[O:22])=[CH:17][C:16]=1[O:24][CH3:25])[CH:47]1[CH2:48][C:49]3[C:54]([CH:46]21)=[CH:53][CH:52]=[CH:51][CH:50]=3, predict the reactants needed to synthesize it. (9) Given the product [CH3:20][C:17]1[N:16]=[N:15][C:14]([C:11](=[O:13])[CH2:12][C:21](=[O:26])[C:22]([O:24][CH3:25])=[O:23])=[CH:19][CH:18]=1, predict the reactants needed to synthesize it. The reactants are: C[Si]([N-][Si](C)(C)C)(C)C.[Li+].[C:11]([C:14]1[N:15]=[N:16][C:17]([CH3:20])=[CH:18][CH:19]=1)(=[O:13])[CH3:12].[C:21](OC)(=[O:26])[C:22]([O:24][CH3:25])=[O:23].O. (10) Given the product [Cl:17][C:18]1[CH:23]=[CH:22][C:21]([O:24][C:2]2[CH:7]=[CH:6][C:5]([C:8]3[C:12](=[O:13])[CH2:11][CH2:10][C:9]=3[OH:14])=[C:4]([CH2:15][CH3:16])[CH:3]=2)=[CH:20][CH:19]=1, predict the reactants needed to synthesize it. The reactants are: Br[C:2]1[CH:7]=[CH:6][C:5]([CH:8]2[C:12](=[O:13])[CH2:11][CH2:10][C:9]2=[O:14])=[C:4]([CH2:15][CH3:16])[CH:3]=1.[Cl:17][C:18]1[CH:23]=[CH:22][C:21]([OH:24])=[CH:20][CH:19]=1.C(=O)([O-])[O-].[Cs+].[Cs+].Cl.